Regression. Given two drug SMILES strings and cell line genomic features, predict the synergy score measuring deviation from expected non-interaction effect. From a dataset of NCI-60 drug combinations with 297,098 pairs across 59 cell lines. (1) Drug 1: C1=NC2=C(N=C(N=C2N1C3C(C(C(O3)CO)O)O)F)N. Drug 2: CC(C)NC(=O)C1=CC=C(C=C1)CNNC.Cl. Cell line: OVCAR-4. Synergy scores: CSS=-4.45, Synergy_ZIP=3.75, Synergy_Bliss=3.39, Synergy_Loewe=-2.75, Synergy_HSA=-2.96. (2) Drug 1: C1=CC(=C2C(=C1NCCNCCO)C(=O)C3=C(C=CC(=C3C2=O)O)O)NCCNCCO. Drug 2: C1=C(C(=O)NC(=O)N1)F. Cell line: U251. Synergy scores: CSS=53.1, Synergy_ZIP=-5.54, Synergy_Bliss=-8.09, Synergy_Loewe=-4.77, Synergy_HSA=-2.30. (3) Drug 1: CC1=C(C=C(C=C1)NC2=NC=CC(=N2)N(C)C3=CC4=NN(C(=C4C=C3)C)C)S(=O)(=O)N.Cl. Drug 2: CN1CCC(CC1)COC2=C(C=C3C(=C2)N=CN=C3NC4=C(C=C(C=C4)Br)F)OC. Cell line: 786-0. Synergy scores: CSS=4.32, Synergy_ZIP=-1.99, Synergy_Bliss=2.01, Synergy_Loewe=-2.79, Synergy_HSA=2.06.